Dataset: Full USPTO retrosynthesis dataset with 1.9M reactions from patents (1976-2016). Task: Predict the reactants needed to synthesize the given product. Given the product [OH:26][CH2:27][CH2:28][CH2:29][O:30][C:31]1[CH:36]=[CH:35][C:34]([C:37]2[CH:38]=[CH:39][C:40]([C:43]([O:45][CH2:46][CH3:47])=[O:44])=[CH:41][CH:42]=2)=[CH:33][C:32]=1[C:48]1[CH:57]=[CH:56][C:55]2[C:54]([CH3:59])([CH3:58])[CH2:53][CH2:52][C:51]([CH3:60])([CH3:61])[C:50]=2[CH:49]=1, predict the reactants needed to synthesize it. The reactants are: [F-].C([N+](CCCC)(CCCC)CCCC)CCC.[Si]([O:26][CH2:27][CH2:28][CH2:29][O:30][C:31]1[CH:36]=[CH:35][C:34]([C:37]2[CH:42]=[CH:41][C:40]([C:43]([O:45][CH2:46][CH3:47])=[O:44])=[CH:39][CH:38]=2)=[CH:33][C:32]=1[C:48]1[CH:57]=[CH:56][C:55]2[C:54]([CH3:59])([CH3:58])[CH2:53][CH2:52][C:51]([CH3:61])([CH3:60])[C:50]=2[CH:49]=1)(C(C)(C)C)(C)C.O.